This data is from Full USPTO retrosynthesis dataset with 1.9M reactions from patents (1976-2016). The task is: Predict the reactants needed to synthesize the given product. Given the product [CH:14]1[C:15]2[N:16]([C:25]3[CH:30]=[CH:29][C:28]([N:1]4[CH:5]=[CH:4][N:3]=[C:2]4[C:6]4[N:10]([C:28]5[CH:29]=[CH:30][C:25]([N:16]6[C:15]7[CH:14]=[CH:13][CH:12]=[CH:24][C:23]=7[C:22]7[C:17]6=[CH:18][CH:19]=[CH:20][CH:21]=7)=[CH:26][CH:27]=5)[CH:9]=[CH:8][N:7]=4)=[CH:27][CH:26]=3)[C:17]3[C:22](=[CH:21][CH:20]=[CH:19][CH:18]=3)[C:23]=2[CH:24]=[CH:12][CH:13]=1, predict the reactants needed to synthesize it. The reactants are: [NH:1]1[CH:5]=[CH:4][N:3]=[C:2]1[C:6]1[NH:7][CH:8]=[CH:9][N:10]=1.Br[C:12]1[CH:13]=[CH:14][C:15]2[N:16]([C:25]3[CH:30]=[CH:29][CH:28]=[CH:27][CH:26]=3)[C:17]3[C:22]([C:23]=2[CH:24]=1)=[CH:21][CH:20]=[CH:19][CH:18]=3.C([O-])([O-])=O.[Cs+].[Cs+].